From a dataset of Catalyst prediction with 721,799 reactions and 888 catalyst types from USPTO. Predict which catalyst facilitates the given reaction. (1) Reactant: Cl.[Cl:2][C:3]1[CH:8]=[CH:7][C:6]([NH:9]N)=[CH:5][CH:4]=1.Br[CH2:12][CH2:13][C:14]1[CH:15]=[CH:16][C:17]([CH3:20])=[N:18][CH:19]=1.C(N(CC)CC)C.Cl.[CH3:29][N:30]1[CH2:35][CH2:34][C:33](=O)[CH2:32][CH2:31]1. Product: [Cl:2][C:3]1[CH:8]=[CH:7][C:6]2[N:9]([CH2:12][CH2:13][C:14]3[CH:19]=[N:18][C:17]([CH3:20])=[CH:16][CH:15]=3)[C:33]3[CH2:34][CH2:35][N:30]([CH3:29])[CH2:31][C:32]=3[C:5]=2[CH:4]=1. The catalyst class is: 8. (2) Reactant: [Cl:1][C:2]1[CH:7]=[C:6]([N+:8]([O-])=O)[CH:5]=[CH:4][C:3]=1[C:11]1[CH:16]=[CH:15][C:14]([F:17])=[CH:13][CH:12]=1.[Cl-].[NH4+].CO. Product: [Cl:1][C:2]1[CH:7]=[C:6]([NH2:8])[CH:5]=[CH:4][C:3]=1[C:11]1[CH:16]=[CH:15][C:14]([F:17])=[CH:13][CH:12]=1. The catalyst class is: 150. (3) Reactant: [CH3:1][C:2]1([CH3:24])[C:6]([CH3:8])([CH3:7])[O:5][B:4]([C:9]2[CH:10]=[N:11][N:12]([CH2:14][CH2:15][NH:16][C:17](=[O:23])[O:18][C:19]([CH3:22])([CH3:21])[CH3:20])[CH:13]=2)[O:3]1.[H-].[Na+].[CH3:27]I. Product: [CH3:27][N:16]([CH2:15][CH2:14][N:12]1[CH:13]=[C:9]([B:4]2[O:5][C:6]([CH3:7])([CH3:8])[C:2]([CH3:24])([CH3:1])[O:3]2)[CH:10]=[N:11]1)[C:17](=[O:23])[O:18][C:19]([CH3:22])([CH3:21])[CH3:20]. The catalyst class is: 1.